From a dataset of Full USPTO retrosynthesis dataset with 1.9M reactions from patents (1976-2016). Predict the reactants needed to synthesize the given product. Given the product [NH2:7][C@H:8]([C:10]1[N:11]([CH:27]2[CH2:29][CH2:28]2)[C:12](=[O:26])[C:13]2[C:18]([CH:19]=1)=[CH:17][CH:16]=[CH:15][C:14]=2[C:20]1[CH:21]=[N:22][N:23]([CH3:25])[CH:24]=1)[CH3:9], predict the reactants needed to synthesize it. The reactants are: C(OC(=O)[NH:7][C@H:8]([C:10]1[N:11]([CH:27]2[CH2:29][CH2:28]2)[C:12](=[O:26])[C:13]2[C:18]([CH:19]=1)=[CH:17][CH:16]=[CH:15][C:14]=2[C:20]1[CH:21]=[N:22][N:23]([CH3:25])[CH:24]=1)[CH3:9])(C)(C)C.Cl.